From a dataset of NCI-60 drug combinations with 297,098 pairs across 59 cell lines. Regression. Given two drug SMILES strings and cell line genomic features, predict the synergy score measuring deviation from expected non-interaction effect. (1) Drug 1: CN1C(=O)N2C=NC(=C2N=N1)C(=O)N. Drug 2: CC=C1C(=O)NC(C(=O)OC2CC(=O)NC(C(=O)NC(CSSCCC=C2)C(=O)N1)C(C)C)C(C)C. Cell line: RXF 393. Synergy scores: CSS=24.8, Synergy_ZIP=-6.39, Synergy_Bliss=-1.64, Synergy_Loewe=-90.8, Synergy_HSA=-7.38. (2) Drug 1: CC12CCC3C(C1CCC2=O)CC(=C)C4=CC(=O)C=CC34C. Drug 2: C1=CC(=CC=C1CCC2=CNC3=C2C(=O)NC(=N3)N)C(=O)NC(CCC(=O)O)C(=O)O. Cell line: NCI/ADR-RES. Synergy scores: CSS=30.0, Synergy_ZIP=0.174, Synergy_Bliss=0.307, Synergy_Loewe=0.555, Synergy_HSA=2.02.